From a dataset of Forward reaction prediction with 1.9M reactions from USPTO patents (1976-2016). Predict the product of the given reaction. (1) Given the reactants [CH2:1]([O:3][C:4]1[CH:5]=[C:6]2[C:11](=[C:12]3[CH2:16][C:15]([CH3:18])([CH3:17])[O:14][C:13]=13)[C:10]([C:19]1[CH:24]=[CH:23][C:22](/[CH:25]=[CH:26]/[C:27]([O:29]C)=[O:28])=[CH:21][CH:20]=1)=[N:9][C:8]([CH3:32])([CH3:31])[CH2:7]2)[CH3:2].[OH-].[Na+].Cl, predict the reaction product. The product is: [CH2:1]([O:3][C:4]1[CH:5]=[C:6]2[C:11](=[C:12]3[CH2:16][C:15]([CH3:18])([CH3:17])[O:14][C:13]=13)[C:10]([C:19]1[CH:20]=[CH:21][C:22](/[CH:25]=[CH:26]/[C:27]([OH:29])=[O:28])=[CH:23][CH:24]=1)=[N:9][C:8]([CH3:31])([CH3:32])[CH2:7]2)[CH3:2]. (2) Given the reactants [C:1]([C:3]1[CH:8]=[CH:7][C:6](Br)=[CH:5][C:4]=1[F:10])#[N:2].[NH:11]1[C:19]2[C:14](=[CH:15][CH:16]=[CH:17][CH:18]=2)[C:13]2([CH2:24][CH:23](B(O)O)[CH2:22][CH2:21][CH2:20]2)[C:12]1=[O:28].C([O-])(=O)C.[Na+].[OH-].[Na+], predict the reaction product. The product is: [C:1]([C:3]1[CH:8]=[CH:7][C:6]([C:16]2[CH:15]=[C:14]3[C:19](=[CH:18][CH:17]=2)[NH:11][C:12](=[O:28])[C:13]23[CH2:24][CH2:23][CH2:22][CH2:21][CH2:20]2)=[CH:5][C:4]=1[F:10])#[N:2]. (3) Given the reactants C(OC(=O)[NH:7][C:8]1[CH:13]=[C:12]([F:14])[C:11]([C:15]([F:18])([F:17])[F:16])=[CH:10][C:9]=1[NH:19][C:20](=[O:38])[CH2:21][C:22]([C:24]1[CH:29]=[CH:28][CH:27]=[C:26]([C:30]2[CH:35]=[C:34]([CH3:36])[N:33]=[C:32]([CH3:37])[CH:31]=2)[CH:25]=1)=O)(C)(C)C.C(O)(C(F)(F)F)=O, predict the reaction product. The product is: [CH3:37][C:32]1[CH:31]=[C:30]([C:26]2[CH:25]=[C:24]([C:22]3[CH2:21][C:20](=[O:38])[NH:19][C:9]4[CH:10]=[C:11]([C:15]([F:16])([F:17])[F:18])[C:12]([F:14])=[CH:13][C:8]=4[N:7]=3)[CH:29]=[CH:28][CH:27]=2)[CH:35]=[C:34]([CH3:36])[N:33]=1. (4) Given the reactants [Br:1][C:2]1[CH:10]=[CH:9][C:5]([C:6](O)=[O:7])=[CH:4][C:3]=1[F:11].C(Cl)(=O)C(Cl)=O.Cl.[CH3:19][NH:20][O:21][CH3:22].C(N(CC)CC)C, predict the reaction product. The product is: [Br:1][C:2]1[CH:10]=[CH:9][C:5]([C:6]([N:20]([O:21][CH3:22])[CH3:19])=[O:7])=[CH:4][C:3]=1[F:11]. (5) Given the reactants [N+:1]([C:4]1[CH:5]=[C:6]([C:11]([F:14])([F:13])[F:12])[C:7](O)=[N:8][CH:9]=1)([O-:3])=[O:2].O=S(Cl)[Cl:17].CN(C=O)C, predict the reaction product. The product is: [Cl:17][C:7]1[C:6]([C:11]([F:14])([F:13])[F:12])=[CH:5][C:4]([N+:1]([O-:3])=[O:2])=[CH:9][N:8]=1. (6) The product is: [C:11]([C:15]1[CH:16]=[CH:17][C:18]([CH:21]([CH3:26])[C:22]([O:24][CH3:25])=[O:23])=[CH:19][CH:20]=1)([CH3:14])([CH3:12])[CH3:13]. Given the reactants C[Si]([N-][Si](C)(C)C)(C)C.[Li+].[C:11]([C:15]1[CH:20]=[CH:19][C:18]([CH2:21][C:22]([O:24][CH3:25])=[O:23])=[CH:17][CH:16]=1)([CH3:14])([CH3:13])[CH3:12].[CH3:26]I.O, predict the reaction product. (7) Given the reactants O.[Cl:2][C:3]1[CH:8]=[CH:7][CH:6]=[CH:5][C:4]=1[CH:9]([N:13]1[CH2:18][CH2:17][C:16]2[S:19][CH:20]=[CH:21][C:15]=2[CH2:14]1)[C:10]([OH:12])=[O:11].[NH2:22][C@H:23]([CH2:35][OH:36])[C@@H:24]([C:26]1[CH:31]=[CH:30][C:29]([N+:32]([O-:34])=[O:33])=[CH:28][CH:27]=1)[OH:25].O, predict the reaction product. The product is: [NH2:22][C@H:23]([CH2:35][OH:36])[C@@H:24]([C:26]1[CH:27]=[CH:28][C:29]([N+:32]([O-:34])=[O:33])=[CH:30][CH:31]=1)[OH:25].[Cl:2][C:3]1[CH:8]=[CH:7][CH:6]=[CH:5][C:4]=1[C@H:9]([N:13]1[CH2:18][CH2:17][C:16]2[S:19][CH:20]=[CH:21][C:15]=2[CH2:14]1)[C:10]([OH:12])=[O:11].